From a dataset of CYP2C19 inhibition data for predicting drug metabolism from PubChem BioAssay. Regression/Classification. Given a drug SMILES string, predict its absorption, distribution, metabolism, or excretion properties. Task type varies by dataset: regression for continuous measurements (e.g., permeability, clearance, half-life) or binary classification for categorical outcomes (e.g., BBB penetration, CYP inhibition). Dataset: cyp2c19_veith. The result is 1 (inhibitor). The compound is CSC1=N/C(=C\c2ccc(C)cc2)C(=O)S1.